This data is from Reaction yield outcomes from USPTO patents with 853,638 reactions. The task is: Predict the reaction yield, written as a fraction of the theoretical maximum amount of product (1.0 means a 100% yield; for example, 0.34 means a 34% yield). (1) The reactants are [C:1](=[O:23])([O:20][CH2:21][CH3:22])[O:2][C:3]1[CH:8]=[CH:7][C:6]([CH3:9])=[CH:5][C:4]=1[CH:10]1[CH:17]2[CH2:18][CH:13]3[CH2:14][CH:15]([CH2:19][CH:11]1[CH2:12]3)[CH2:16]2.[N+:24]([O-])([O-:26])=[O:25].[K+]. The catalyst is OS(O)(=O)=O. The product is [C:1](=[O:23])([O:20][CH2:21][CH3:22])[O:2][C:3]1[CH:8]=[C:7]([N+:24]([O-:26])=[O:25])[C:6]([CH3:9])=[CH:5][C:4]=1[CH:10]1[CH:11]2[CH2:19][CH:15]3[CH2:14][CH:13]([CH2:18][CH:17]1[CH2:16]3)[CH2:12]2. The yield is 0.250. (2) The reactants are [CH3:1][NH:2][CH:3]1[CH2:8][CH2:7][CH:6]([O:9][C:10]2[C:21]3[C:20]4[C@@H:19]([CH2:22][CH2:23][OH:24])[CH2:18][CH2:17][C:16]=4[S:15][C:14]=3[N:13]=[CH:12][N:11]=2)[CH2:5][CH2:4]1.Cl[CH2:26][C:27]([N:29]1[CH2:33][CH2:32][CH2:31][CH2:30]1)=[O:28].C(=O)([O-])[O-].[K+].[K+]. The catalyst is CN(C=O)C.C(Cl)Cl. The product is [OH:24][CH2:23][CH2:22][C@H:19]1[CH2:18][CH2:17][C:16]2[S:15][C:14]3[N:13]=[CH:12][N:11]=[C:10]([O:9][CH:6]4[CH2:5][CH2:4][CH:3]([N:2]([CH3:1])[CH2:26][C:27]([N:29]5[CH2:33][CH2:32][CH2:31][CH2:30]5)=[O:28])[CH2:8][CH2:7]4)[C:21]=3[C:20]1=2. The yield is 0.820.